Dataset: NCI-60 drug combinations with 297,098 pairs across 59 cell lines. Task: Regression. Given two drug SMILES strings and cell line genomic features, predict the synergy score measuring deviation from expected non-interaction effect. (1) Drug 2: CC1=C2C(C(=O)C3(C(CC4C(C3C(C(C2(C)C)(CC1OC(=O)C(C(C5=CC=CC=C5)NC(=O)OC(C)(C)C)O)O)OC(=O)C6=CC=CC=C6)(CO4)OC(=O)C)O)C)O. Synergy scores: CSS=23.2, Synergy_ZIP=-7.84, Synergy_Bliss=2.44, Synergy_Loewe=-1.56, Synergy_HSA=2.71. Cell line: DU-145. Drug 1: C1C(C(OC1N2C=C(C(=O)NC2=O)F)CO)O. (2) Drug 1: CC1=C(C=C(C=C1)NC(=O)C2=CC=C(C=C2)CN3CCN(CC3)C)NC4=NC=CC(=N4)C5=CN=CC=C5. Drug 2: C1=CN(C=N1)CC(O)(P(=O)(O)O)P(=O)(O)O. Cell line: CAKI-1. Synergy scores: CSS=-1.15, Synergy_ZIP=-1.95, Synergy_Bliss=-8.32, Synergy_Loewe=-8.26, Synergy_HSA=-9.99. (3) Synergy scores: CSS=4.97, Synergy_ZIP=-0.689, Synergy_Bliss=-2.40, Synergy_Loewe=3.49, Synergy_HSA=-3.19. Drug 2: C1=CC=C(C(=C1)C(C2=CC=C(C=C2)Cl)C(Cl)Cl)Cl. Cell line: OVCAR3. Drug 1: CC1=C2C(C(=O)C3(C(CC4C(C3C(C(C2(C)C)(CC1OC(=O)C(C(C5=CC=CC=C5)NC(=O)C6=CC=CC=C6)O)O)OC(=O)C7=CC=CC=C7)(CO4)OC(=O)C)O)C)OC(=O)C. (4) Drug 1: C1=CC=C(C=C1)NC(=O)CCCCCCC(=O)NO. Drug 2: C#CCC(CC1=CN=C2C(=N1)C(=NC(=N2)N)N)C3=CC=C(C=C3)C(=O)NC(CCC(=O)O)C(=O)O. Cell line: UACC62. Synergy scores: CSS=69.2, Synergy_ZIP=6.15, Synergy_Bliss=2.98, Synergy_Loewe=-22.5, Synergy_HSA=1.93. (5) Drug 1: CC1=C2C(C(=O)C3(C(CC4C(C3C(C(C2(C)C)(CC1OC(=O)C(C(C5=CC=CC=C5)NC(=O)OC(C)(C)C)O)O)OC(=O)C6=CC=CC=C6)(CO4)OC(=O)C)O)C)O. Drug 2: CNC(=O)C1=NC=CC(=C1)OC2=CC=C(C=C2)NC(=O)NC3=CC(=C(C=C3)Cl)C(F)(F)F. Cell line: DU-145. Synergy scores: CSS=6.11, Synergy_ZIP=8.98, Synergy_Bliss=11.9, Synergy_Loewe=9.80, Synergy_HSA=10.5. (6) Drug 1: CC1CCC2CC(C(=CC=CC=CC(CC(C(=O)C(C(C(=CC(C(=O)CC(OC(=O)C3CCCCN3C(=O)C(=O)C1(O2)O)C(C)CC4CCC(C(C4)OC)O)C)C)O)OC)C)C)C)OC. Drug 2: C1C(C(OC1N2C=NC(=NC2=O)N)CO)O. Cell line: HT29. Synergy scores: CSS=26.3, Synergy_ZIP=-4.44, Synergy_Bliss=4.84, Synergy_Loewe=-2.60, Synergy_HSA=3.35. (7) Drug 1: CC1OCC2C(O1)C(C(C(O2)OC3C4COC(=O)C4C(C5=CC6=C(C=C35)OCO6)C7=CC(=C(C(=C7)OC)O)OC)O)O. Drug 2: C1=NNC2=C1C(=O)NC=N2. Cell line: CCRF-CEM. Synergy scores: CSS=59.0, Synergy_ZIP=-1.82, Synergy_Bliss=-1.38, Synergy_Loewe=-14.4, Synergy_HSA=2.15.